Dataset: Full USPTO retrosynthesis dataset with 1.9M reactions from patents (1976-2016). Task: Predict the reactants needed to synthesize the given product. (1) Given the product [C:1]([O:5][C@@H:6]([C:12]1[C:43]([CH3:44])=[N:42][C:41]2=[CH:45][C:38]3=[N:39][N:40]2[C:13]=1[N:14]1[CH2:15][CH2:16][C:17]([CH3:49])([O:18][CH2:19][CH2:20][CH2:21][CH2:22][C@H:23]([CH3:46])[O:24][C:25]2[C:26]4[CH:27]=[CH:28][CH:29]=[CH:30][C:31]=4[CH:32]=[CH:33][C:34]=2[CH2:35][O:36][CH2:37]3)[CH2:47][CH2:48]1)[C:7]([OH:9])=[O:8])([CH3:4])([CH3:2])[CH3:3], predict the reactants needed to synthesize it. The reactants are: [C:1]([O:5][C@@H:6]([C:12]1[C:43]([CH3:44])=[N:42][C:41]2=[CH:45][C:38]3=[N:39][N:40]2[C:13]=1[N:14]1[CH2:48][CH2:47][C:17]([CH3:49])([O:18][CH2:19][CH2:20][CH2:21][CH2:22][C@H:23]([CH3:46])[O:24][C:25]2[C:26]4[CH:27]=[CH:28][CH:29]=[CH:30][C:31]=4[CH:32]=[CH:33][C:34]=2[CH2:35][O:36][CH2:37]3)[CH2:16][CH2:15]1)[C:7]([O:9]CC)=[O:8])([CH3:4])([CH3:3])[CH3:2].[OH-].[Na+]. (2) Given the product [CH3:30][N:28]([CH3:29])[C:25]1[CH:26]=[CH:27][C:22]([C:20]2[NH:19][NH:18][N:17]([CH2:16][C:13]3[CH:14]=[CH:15][C:10]([C:9]([NH:3][OH:2])=[O:8])=[CH:11][CH:12]=3)[CH:21]=2)=[CH:23][CH:24]=1, predict the reactants needed to synthesize it. The reactants are: Cl.[OH:2][NH2:3].C[O-].[Na+].C[O:8][C:9](=O)[C:10]1[CH:15]=[CH:14][C:13]([CH2:16][N:17]2[CH:21]=[C:20]([C:22]3[CH:27]=[CH:26][C:25]([N:28]([CH3:30])[CH3:29])=[CH:24][CH:23]=3)[N:19]=[N:18]2)=[CH:12][CH:11]=1.C(O)(=O)C. (3) Given the product [CH:14]([O:8][C:4]1[CH:3]=[C:2]([CH2:1][CH2:9][OH:10])[CH:7]=[CH:6][N:5]=1)([CH3:16])[CH3:15], predict the reactants needed to synthesize it. The reactants are: [CH3:1][C:2]1[CH:7]=[CH:6][N:5]=[C:4]([OH:8])[CH:3]=1.[CH2:9]=[O:10].[Cl-].[NH4+].I[CH:14]([CH3:16])[CH3:15]. (4) Given the product [C:2]([O:6][C:7]([NH:9][CH2:10][C@@H:11]([C:13]([O:15][CH3:16])=[O:14])[NH:12][CH2:17][CH:18]([CH3:21])[CH3:19])=[O:8])([CH3:5])([CH3:4])[CH3:3], predict the reactants needed to synthesize it. The reactants are: Cl.[C:2]([O:6][C:7]([NH:9][CH2:10][C@@H:11]([C:13]([O:15][CH3:16])=[O:14])[NH2:12])=[O:8])([CH3:5])([CH3:4])[CH3:3].[CH3:17][CH:18]([CH3:21])[CH:19]=O.C(O)(=O)C.C(O[BH-](OC(=O)C)OC(=O)C)(=O)C.[Na+]. (5) Given the product [NH2:8][C:9]1[N:14]=[C:13]([CH2:15][CH2:16][O:17][C:18]2[CH:19]=[CH:20][C:21]([CH2:22][C@@H:23]([C:35]([O:37][CH3:38])=[O:36])[NH:24][C:25]([C:27]3[C:28]([Cl:34])=[CH:29][CH:30]=[CH:31][C:32]=3[Cl:33])=[O:26])=[CH:39][CH:40]=2)[CH:12]=[CH:11][CH:10]=1, predict the reactants needed to synthesize it. The reactants are: C(OC([NH:8][C:9]1[N:14]=[C:13]([CH2:15][CH2:16][O:17][C:18]2[CH:40]=[CH:39][C:21]([CH2:22][C@@H:23]([C:35]([O:37][CH3:38])=[O:36])[NH:24][C:25]([C:27]3[C:32]([Cl:33])=[CH:31][CH:30]=[CH:29][C:28]=3[Cl:34])=[O:26])=[CH:20][CH:19]=2)[CH:12]=[CH:11][CH:10]=1)=O)(C)(C)C.Cl.N.